This data is from Full USPTO retrosynthesis dataset with 1.9M reactions from patents (1976-2016). The task is: Predict the reactants needed to synthesize the given product. Given the product [NH2:34][C:35]1[CH:40]=[CH:39][CH:38]=[CH:37][C:36]=1[NH:41][C:42](=[O:65])/[CH:43]=[CH:44]/[C:45]1[CH:49]=[CH:48][N:47]([S:50]([C:53]2[CH:54]=[CH:55][C:56]([C:59]3[CH:64]=[CH:63][CH:62]=[CH:61][CH:60]=3)=[CH:57][CH:58]=2)(=[O:52])=[O:51])[CH:46]=1, predict the reactants needed to synthesize it. The reactants are: NC1C=CC=CC=1NC(=O)/C=C/C1C=CN(S(C2C=CC(C)=CC=2)(=O)=O)C=1.C(OC(=O)[NH:34][C:35]1[CH:40]=[CH:39][CH:38]=[CH:37][C:36]=1[NH:41][C:42](=[O:65])/[CH:43]=[CH:44]/[C:45]1[CH:49]=[CH:48][N:47]([S:50]([C:53]2[CH:58]=[CH:57][C:56]([C:59]3[CH:64]=[CH:63][CH:62]=[CH:61][CH:60]=3)=[CH:55][CH:54]=2)(=[O:52])=[O:51])[CH:46]=1)(C)(C)C.C(O)(C(F)(F)F)=O.